Dataset: Drug-target binding data from BindingDB using IC50 measurements. Task: Regression. Given a target protein amino acid sequence and a drug SMILES string, predict the binding affinity score between them. We predict pIC50 (pIC50 = -log10(IC50 in M); higher means more potent). Dataset: bindingdb_ic50. (1) The small molecule is O=c1[nH]ccc2cc(F)c(NS(=O)(=O)c3ccc(N4CC[C@@H](O)C4)s3)cc12. The target protein (Q9H903) has sequence MTVPVRGFSLLRGRLGRAPALGRSTAPSVRAPGEPGSAFRGFRSSGVRHEAIIISGTEMAKHIQKEIQRGVESWVSLGNRRPHLSIILVGDNPASHTYVRNKIRAASAVGICSELILKPKDVSQEELLDVTDQLNMDPRVSGILVQLPLPDHVDERTICNGIAPEKDVDGFHIINIGRLCLDQHSLIPATASAVWEIIKRTGIQTFGKNVVVAGRSKNVGMPIAMLLHTDGEHERPGGDATVTIAHRYTPKEQLKIHTQLADIIIVAAGIPKLITSDMVKEGAAVIDVGINYVHDPVTGKTKLVGDVDFEAVKKKAGFITPVPGGVGPMTVAMLLKNTLLAAKKIIY. The pIC50 is 4.0. (2) The drug is CCn1c(CNc2ccc(Cl)cc2)nnc1SCCN1CCCCC1. The target protein (P48145) has sequence MDNASFSEPWPANASGPDPALSCSNASTLAPLPAPLAVAVPVVYAVICAVGLAGNSAVLYVLLRAPRMKTVTNLFILNLAIADELFTLVLPINIADFLLRQWPFGELMCKLIVAIDQYNTFSSLYFLTVMSADRYLVVLATAESRRVAGRTYSAARAVSLAVWGIVTLVVLPFAVFARLDDEQGRRQCVLVFPQPEAFWWRASRLYTLVLGFAIPVSTICVLYTTLLCRLHAMRLDSHAKALERAKKRVTFLVVAILAVCLLCWTPYHLSTVVALTTDLPQTPLVIAISYFITSLSYANSCLNPFLYAFLDASFRRNLRQLITCRAAA. The pIC50 is 4.7. (3) The target protein (Q8VNN2) has sequence MTMITPSFPGNSLAVVLQRRDWENPGVTQLNRLAAHPPFASWRNSEEARTDRPSQQLRSLNGEWRFAWFPAPEAVPESWLECDLPEADTVVVPSNWQMHGYDAPIYTNVTYPITVNPPFVPTENPTGCYSLTFNVDESWLQEGQTRIIFDGVNSAFHLWCNGRWVGYGQDSRLPSEFDLSAFLRAGENRLAVMVLRWSDGSYLEDQDMWRMSGIFRDVSLLHKPTTQISDFHVATRFNDDFSRAVLEAEVQMCGELRDYLRVTVSLWQGETQVASGTAPFGGEIIDERGGYADRVTLRLNVENPKLWSAEIPNLYRAVVELHTADGTLIEAEACDVGFREVRIENGLLLLNGKPLLIRGVNRHEHHPLHGQVMDEQTMVQDILLMKQNNFNAVRCSHYPNHPLWYTLCDRYGLYVVDEANIETHGMVPMNRLTDDPRWLPAMSERVTRMVQRDRNHPSVIIWSLGNESGHGANHDALYRWIKSVDPSRPVQYEGGGADTT.... The small molecule is N=C1SCC(=O)N1c1ncc(Cc2ccccc2Cl)s1. The pIC50 is 4.2.